Dataset: Reaction yield outcomes from USPTO patents with 853,638 reactions. Task: Predict the reaction yield, written as a fraction of the theoretical maximum amount of product (1.0 means a 100% yield; for example, 0.34 means a 34% yield). (1) The reactants are [CH3:1][O:2][C:3](=[O:13])[C:4]1[CH:9]=[C:8]([F:10])[C:7](Cl)=[N:6][C:5]=1[Cl:12].[CH3:14]B1OB(C)OB(C)O1.C(=O)([O-])[O-].[K+].[K+]. The catalyst is O.C1C=CC([P]([Pd]([P](C2C=CC=CC=2)(C2C=CC=CC=2)C2C=CC=CC=2)([P](C2C=CC=CC=2)(C2C=CC=CC=2)C2C=CC=CC=2)[P](C2C=CC=CC=2)(C2C=CC=CC=2)C2C=CC=CC=2)(C2C=CC=CC=2)C2C=CC=CC=2)=CC=1. The product is [CH3:1][O:2][C:3](=[O:13])[C:4]1[CH:9]=[C:8]([F:10])[C:7]([CH3:14])=[N:6][C:5]=1[Cl:12]. The yield is 0.451. (2) The reactants are [CH2:1]([CH2:11][C:12](=O)[CH3:13])[C:2]1[CH:10]=[CH:9][C:7]([OH:8])=[C:4]([O:5][CH3:6])[CH:3]=1.[Cl:15][C:16]1[CH:23]=[CH:22][C:19]([CH2:20][NH2:21])=[CH:18][CH:17]=1.O. The catalyst is C1(C)C=CC=CC=1. The product is [Cl:15][C:16]1[CH:23]=[CH:22][C:19]([CH2:20][NH:21][CH:12]([CH3:13])[CH2:11][CH2:1][C:2]2[CH:10]=[CH:9][C:7]([OH:8])=[C:4]([O:5][CH3:6])[CH:3]=2)=[CH:18][CH:17]=1. The yield is 0.750. (3) The reactants are [Cl:1][C:2]1[CH:22]=[C:21]([Cl:23])[CH:20]=[CH:19][C:3]=1[CH:4]([O:12][CH:13]1[CH2:18][CH2:17][NH:16][CH2:15][CH2:14]1)[C:5]1[CH:10]=[CH:9][C:8]([Cl:11])=[CH:7][CH:6]=1.[C:24]([N:28]=[C:29]=[O:30])([CH3:27])([CH3:26])[CH3:25].C(N(CC)CC)C. The catalyst is ClCCl. The product is [Cl:1][C:2]1[CH:22]=[C:21]([Cl:23])[CH:20]=[CH:19][C:3]=1[CH:4]([O:12][CH:13]1[CH2:14][CH2:15][N:16]([C:29]([NH:28][C:24]([CH3:27])([CH3:26])[CH3:25])=[O:30])[CH2:17][CH2:18]1)[C:5]1[CH:10]=[CH:9][C:8]([Cl:11])=[CH:7][CH:6]=1. The yield is 0.620. (4) The reactants are [CH3:1][O:2][C:3]1[C:12]([NH:13][C:14](=[O:18])OCC)=[N:11][C:10]2[C:5](=[CH:6][CH:7]=[C:8]([CH3:19])[CH:9]=2)[N:4]=1.[Cl:20][C:21]1[CH:22]=[C:23]([N:27]2[CH2:32][CH2:31][NH:30][CH2:29][CH2:28]2)[CH:24]=[CH:25][CH:26]=1. No catalyst specified. The product is [CH3:1][O:2][C:3]1[C:12]([NH:13][C:14]([N:30]2[CH2:29][CH2:28][N:27]([C:23]3[CH:24]=[CH:25][CH:26]=[C:21]([Cl:20])[CH:22]=3)[CH2:32][CH2:31]2)=[O:18])=[N:11][C:10]2[C:5](=[CH:6][CH:7]=[C:8]([CH3:19])[CH:9]=2)[N:4]=1. The yield is 0.720.